Dataset: Reaction yield outcomes from USPTO patents with 853,638 reactions. Task: Predict the reaction yield, written as a fraction of the theoretical maximum amount of product (1.0 means a 100% yield; for example, 0.34 means a 34% yield). (1) The reactants are [O:1]1[CH:5]=[CH:4][C:3]([C:6]([NH:8][C:9]2[CH:10]=[CH:11][C:12]([CH3:25])=[C:13]([C:15]3[CH:20]=[CH:19][C:18]([C:21]([O:23]C)=[O:22])=[CH:17][CH:16]=3)[CH:14]=2)=[O:7])=[CH:2]1.O.[OH-].[Li+]. The catalyst is C1COCC1.O. The product is [O:1]1[CH:5]=[CH:4][C:3]([C:6]([NH:8][C:9]2[CH:10]=[CH:11][C:12]([CH3:25])=[C:13]([C:15]3[CH:20]=[CH:19][C:18]([C:21]([OH:23])=[O:22])=[CH:17][CH:16]=3)[CH:14]=2)=[O:7])=[CH:2]1. The yield is 0.770. (2) The reactants are [CH3:1][NH:2][S:3]([NH:6][CH2:7][C:8]([O:10]CC)=O)(=[O:5])=[O:4].O(C(C)(C)C)[K]. The catalyst is CN(C=O)C. The product is [CH3:1][N:2]1[C:8](=[O:10])[CH2:7][NH:6][S:3]1(=[O:5])=[O:4]. The yield is 0.540. (3) The reactants are [H-].[Na+].[OH:3][C:4]1[CH:9]=[CH:8][C:7]([CH2:10][CH2:11][CH2:12][CH2:13][N:14]2[C:22](=[O:23])[C:21]3[C:16](=[CH:17][CH:18]=[CH:19][CH:20]=3)[C:15]2=[O:24])=[CH:6][CH:5]=1.[CH3:25][N:26]([CH3:30])[C:27](Cl)=[S:28]. The catalyst is CN(C=O)C. The product is [O:24]=[C:15]1[C:16]2[C:21](=[CH:20][CH:19]=[CH:18][CH:17]=2)[C:22](=[O:23])[N:14]1[CH2:13][CH2:12][CH2:11][CH2:10][C:7]1[CH:8]=[CH:9][C:4]([O:3][C:27](=[S:28])[N:26]([CH3:30])[CH3:25])=[CH:5][CH:6]=1. The yield is 0.590. (4) The yield is 0.404. The product is [CH2:1]([O:3][C:4]([C:6]1[CH:7]=[C:8]2[C:13](=[CH:14][CH:15]=1)[NH:12][CH:11]([C:16]1[CH:17]=[N:18][CH:19]=[C:20]([N:25]3[CH2:30][CH2:29][O:28][CH2:27][CH2:26]3)[CH:21]=1)[C:10]([CH3:24])([CH3:23])[CH2:9]2)=[O:5])[CH3:2]. The reactants are [CH2:1]([O:3][C:4]([C:6]1[CH:7]=[C:8]2[C:13](=[CH:14][CH:15]=1)[NH:12][CH:11]([C:16]1[CH:17]=[N:18][CH:19]=[C:20](Br)[CH:21]=1)[C:10]([CH3:24])([CH3:23])[CH2:9]2)=[O:5])[CH3:2].[NH:25]1[CH2:30][CH2:29][O:28][CH2:27][CH2:26]1.Cl.CN(C)CC(O)=O.C(=O)([O-])[O-].[K+].[K+]. The catalyst is CS(C)=O.[Cu]I. (5) The reactants are [O:1]=[O+][O-].C([C:6](=P(C1C=CC=CC=1)(C1C=CC=CC=1)C1C=CC=CC=1)[C:7]([C@@H:9]([NH:14][C:15](=[O:38])[O:16][C@@H:17]([CH2:22][C:23]1[O:24][C:25]([C:28]2[CH:33]=[CH:32][C:31]([C:34]([F:37])([F:36])[F:35])=[CH:30][CH:29]=2)=[N:26][N:27]=1)[C:18]([CH3:21])([CH3:20])[CH3:19])[CH2:10][CH2:11][CH2:12][CH3:13])=[O:8])#N.[CH3:58][C@H:59]([NH2:66])[C:60]1[CH:65]=[CH:64][CH:63]=[CH:62][CH:61]=1. The catalyst is ClCCl. The product is [O:1]=[C:6]([NH:66][C@@H:59]([C:60]1[CH:65]=[CH:64][CH:63]=[CH:62][CH:61]=1)[CH3:58])[C:7]([C@@H:9]([NH:14][C:15](=[O:38])[O:16][C@@H:17]([CH2:22][C:23]1[O:24][C:25]([C:28]2[CH:29]=[CH:30][C:31]([C:34]([F:36])([F:37])[F:35])=[CH:32][CH:33]=2)=[N:26][N:27]=1)[C:18]([CH3:20])([CH3:19])[CH3:21])[CH2:10][CH2:11][CH2:12][CH3:13])=[O:8]. The yield is 0.360. (6) The reactants are Br[C:2]1[CH:3]=[N:4][CH:5]=[CH:6][CH:7]=1.[CH3:8][C@@H:9]([OH:13])[CH2:10][CH:11]=[CH2:12].C(N(CC)CC)C.C(#N)C. The catalyst is O.C([O-])(=O)C.[Pd+2].C([O-])(=O)C.C1(C)C=CC=CC=1P(C1C=CC=CC=1C)C1C=CC=CC=1C. The product is [N:4]1[CH:5]=[CH:6][CH:7]=[C:2](/[CH:12]=[CH:11]/[CH2:10][C@H:9]([OH:13])[CH3:8])[CH:3]=1. The yield is 0.652.